From a dataset of Forward reaction prediction with 1.9M reactions from USPTO patents (1976-2016). Predict the product of the given reaction. Given the reactants [CH3:1][N+:2]([CH2:5][C@H:6]([NH2:11])[CH2:7][C:8]([O-:10])=[O:9])([CH3:4])[CH3:3].C(N(C(C)C)CC)(C)C.[CH2:21]([O:28][C:29]1[CH:34]=[CH:33][C:32]([N:35]=[C:36]=[O:37])=[CH:31][CH:30]=1)[CH2:22][CH2:23][CH2:24][CH2:25][CH2:26][CH3:27], predict the reaction product. The product is: [CH2:21]([O:28][C:29]1[CH:30]=[CH:31][C:32]([NH:35][C:36](=[O:37])[NH:11][C@@H:6]([CH2:5][N+:2]([CH3:3])([CH3:4])[CH3:1])[CH2:7][C:8]([O-:10])=[O:9])=[CH:33][CH:34]=1)[CH2:22][CH2:23][CH2:24][CH2:25][CH2:26][CH3:27].